From a dataset of Forward reaction prediction with 1.9M reactions from USPTO patents (1976-2016). Predict the product of the given reaction. (1) Given the reactants C[O:2][C:3](=O)[C:4]1[CH:9]=[C:8]([C:10]#[N:11])[CH:7]=[CH:6][C:5]=1[CH2:12][N:13]([CH2:24][C:25]1[C:30]([NH:31][C:32]([O:34][C:35]([CH3:38])([CH3:37])[CH3:36])=[O:33])=[CH:29][CH:28]=[CH:27][N:26]=1)[CH:14]1[C:23]2[N:22]=[CH:21][CH:20]=[CH:19][C:18]=2[CH2:17][CH2:16][CH2:15]1.[H-].[H-].[H-].[H-].[Li+].[Al+3].C(C(C(C([O-])=O)O)O)([O-])=O.C(Cl)Cl, predict the reaction product. The product is: [C:35]([O:34][C:32](=[O:33])[NH:31][C:30]1[C:25]([CH2:24][N:13]([CH2:12][C:5]2[CH:6]=[CH:7][C:8]([CH2:10][NH2:11])=[CH:9][C:4]=2[CH2:3][OH:2])[CH:14]2[C:23]3[N:22]=[CH:21][CH:20]=[CH:19][C:18]=3[CH2:17][CH2:16][CH2:15]2)=[N:26][CH:27]=[CH:28][CH:29]=1)([CH3:38])([CH3:36])[CH3:37]. (2) The product is: [C:13]1(/[CH:12]=[CH:11]/[C:8]2[N:9]=[CH:10][C:5]3[CH2:4][CH2:3][CH2:2][O:19][C:6]=3[N:7]=2)[CH:14]=[CH:15][CH:16]=[CH:17][CH:18]=1. Given the reactants O[CH2:2][CH2:3][CH2:4][C:5]1[C:6](=[O:19])[N:7]=[C:8](/[CH:11]=[CH:12]/[C:13]2[CH:18]=[CH:17][CH:16]=[CH:15][CH:14]=2)[NH:9][CH:10]=1.C1(P(C2C=CC=CC=2)C2C=CC=CC=2)C=CC=CC=1.N(C(OCC)=O)=NC(OCC)=O, predict the reaction product. (3) The product is: [F:14][C:7]1[CH:8]=[C:9]2[S:13][CH:12]=[N:11][C:10]2=[C:5]([C:3]([OH:4])=[O:2])[CH:6]=1. Given the reactants C[O:2][C:3]([C:5]1[CH:6]=[C:7]([F:14])[CH:8]=[C:9]2[S:13][CH:12]=[N:11][C:10]=12)=[O:4].[OH-].[Li+], predict the reaction product. (4) Given the reactants [CH3:1][N:2]1[C:6]2[CH:7]=[CH:8][CH:9]=[CH:10][C:5]=2[N:4]([CH3:11])[C:3]1=[O:12].[Cl:13][CH2:14][CH2:15][CH2:16][CH2:17][C:18](Cl)=[O:19], predict the reaction product. The product is: [Cl:13][CH2:14][CH2:15][CH2:16][CH2:17][C:18]([C:8]1[CH:9]=[CH:10][C:5]2[N:4]([CH3:11])[C:3](=[O:12])[N:2]([CH3:1])[C:6]=2[CH:7]=1)=[O:19]. (5) Given the reactants [Cl:1][C:2]1[CH:10]=[CH:9][C:8]([C:11]2[CH:12]=[CH:13][C:14]([C:46]#[C:47][CH:48]3[CH2:52][CH2:51][CH2:50][N:49]3[C:53](OC(C)(C)C)=O)=[N:15][C:16]=2[C@@H:17]([NH:27][C:28](=[O:45])[CH2:29][N:30]2[C:34]3[C:35]([F:40])([F:39])[C@@H:36]4[CH2:38][C@@H:37]4[C:33]=3[C:32]([C:41]([F:44])([F:43])[F:42])=[N:31]2)[CH2:18][C:19]2[CH:24]=[C:23]([F:25])[CH:22]=[C:21]([F:26])[CH:20]=2)=[C:7]2[C:3]=1[C:4]([NH:61][S:62]([CH3:65])(=[O:64])=[O:63])=[N:5][N:6]2[CH3:60].C(C1(O)CCCN(C(OC(C)(C)C)=[O:75])C1)#C, predict the reaction product. The product is: [Cl:1][C:2]1[CH:10]=[CH:9][C:8]([C:11]2[C:16]([C@@H:17]([NH:27][C:28](=[O:45])[CH2:29][N:30]3[C:34]4[C:35]([F:39])([F:40])[C@@H:36]5[CH2:38][C@@H:37]5[C:33]=4[C:32]([C:41]([F:44])([F:42])[F:43])=[N:31]3)[CH2:18][C:19]3[CH:24]=[C:23]([F:25])[CH:22]=[C:21]([F:26])[CH:20]=3)=[N:15][C:14]([C:46]#[C:47][C:48]3([OH:75])[CH2:52][CH2:51][CH2:50][NH:49][CH2:53]3)=[CH:13][CH:12]=2)=[C:7]2[C:3]=1[C:4]([NH:61][S:62]([CH3:65])(=[O:63])=[O:64])=[N:5][N:6]2[CH3:60]. (6) Given the reactants Br[C:2]1[CH:7]=[CH:6][C:5]([C:8]2[CH:13]=[C:12]([C:14]3[CH:19]=[CH:18][CH:17]=[CH:16][CH:15]=3)[N:11]=[C:10]([C:20]3[CH:25]=[CH:24][CH:23]=[CH:22][CH:21]=3)[CH:9]=2)=[CH:4][CH:3]=1.[C:26]1([C:32]2[C:33]3[C:38]([C:39]([C:49]4[CH:54]=[CH:53][CH:52]=[CH:51][CH:50]=4)=[C:40]4[C:45]=2[CH:44]=[C:43](B(O)O)[CH:42]=[CH:41]4)=[CH:37][CH:36]=[CH:35][CH:34]=3)[CH:31]=[CH:30][CH:29]=[CH:28][CH:27]=1.C(=O)([O-])[O-].[Na+].[Na+], predict the reaction product. The product is: [C:26]1([C:32]2[C:33]3[C:38]([C:39]([C:49]4[CH:54]=[CH:53][CH:52]=[CH:51][CH:50]=4)=[C:40]4[C:45]=2[CH:44]=[C:43]([C:2]2[CH:3]=[CH:4][C:5]([C:8]5[CH:13]=[C:12]([C:14]6[CH:19]=[CH:18][CH:17]=[CH:16][CH:15]=6)[N:11]=[C:10]([C:20]6[CH:25]=[CH:24][CH:23]=[CH:22][CH:21]=6)[CH:9]=5)=[CH:6][CH:7]=2)[CH:42]=[CH:41]4)=[CH:37][CH:36]=[CH:35][CH:34]=3)[CH:31]=[CH:30][CH:29]=[CH:28][CH:27]=1. (7) Given the reactants C(OC([N:8]1[CH2:13][CH2:12][CH:11]([CH2:14][CH2:15][CH2:16]O)[CH2:10][CH:9]1[C:18](=[O:35])[NH:19][CH:20]([CH:24]1[CH:29]([OH:30])[CH:28]([OH:31])[CH:27]([OH:32])[CH:26]([S:33][CH3:34])[O:25]1)[CH:21]([CH3:23])[CH3:22])=O)(C)(C)C.[C-:36]#[N:37].[Na+], predict the reaction product. The product is: [CH3:22][CH:21]([CH3:23])[CH:20]([NH:19][C:18]([CH:9]1[CH2:10][CH:11]([CH2:14][CH2:15][CH2:16][C:36]#[N:37])[CH2:12][CH2:13][NH:8]1)=[O:35])[CH:24]1[CH:29]([OH:30])[CH:28]([OH:31])[CH:27]([OH:32])[CH:26]([S:33][CH3:34])[O:25]1. (8) Given the reactants [Br:1][C:2]1[C:11]2[S:12][C:13]([CH3:16])=[C:14]([CH3:15])[C:10]=2[C:9]([C:17]2[CH:22]=[CH:21][C:20]([OH:23])=[C:19]([N+:24]([O-])=O)[CH:18]=2)=[C:8]2[C:3]=1[CH:4]=[CH:5][CH:6]=[CH:7]2.NN.C(O)C, predict the reaction product. The product is: [NH2:24][C:19]1[CH:18]=[C:17]([C:9]2[C:10]3[C:14]([CH3:15])=[C:13]([CH3:16])[S:12][C:11]=3[C:2]([Br:1])=[C:3]3[C:8]=2[CH:7]=[CH:6][CH:5]=[CH:4]3)[CH:22]=[CH:21][C:20]=1[OH:23]. (9) Given the reactants [Cl:1][C:2]1[CH:7]=[CH:6][C:5]([NH:8][C:9]2[N:14]=[N:13][C:12]([C:15](O)=O)=[CH:11][CH:10]=2)=[CH:4][CH:3]=1.[CH2:18]([NH:21][C:22]1[C:23]([NH2:28])=[CH:24][CH:25]=[CH:26][CH:27]=1)[CH2:19][CH3:20], predict the reaction product. The product is: [Cl:1][C:2]1[CH:7]=[CH:6][C:5]([NH:8][C:9]2[N:14]=[N:13][C:12]([C:15]3[N:21]([CH2:18][CH2:19][CH3:20])[C:22]4[CH:27]=[CH:26][CH:25]=[CH:24][C:23]=4[N:28]=3)=[CH:11][CH:10]=2)=[CH:4][CH:3]=1.